From a dataset of Full USPTO retrosynthesis dataset with 1.9M reactions from patents (1976-2016). Predict the reactants needed to synthesize the given product. (1) The reactants are: [CH:1]([NH:4][C:5]1[CH:10]=[CH:9][C:8]([CH:11]([CH2:14][CH3:15])[CH2:12][CH3:13])=[CH:7][CH:6]=1)([CH3:3])[CH3:2].C([O:24][CH2:25][C:26]1[S:27][CH:28]=[C:29]([C:31]2[CH:36]=[CH:35][C:34]([CH2:37]Cl)=[CH:33][CH:32]=2)[N:30]=1)(=O)C1C=CC=CC=1.C(=O)([O-])[O-].[K+].[K+].[I-].[K+]. Given the product [CH:1]([N:4]([CH2:37][C:34]1[CH:33]=[CH:32][C:31]([C:29]2[N:30]=[C:26]([CH2:25][OH:24])[S:27][CH:28]=2)=[CH:36][CH:35]=1)[C:5]1[CH:6]=[CH:7][C:8]([CH:11]([CH2:14][CH3:15])[CH2:12][CH3:13])=[CH:9][CH:10]=1)([CH3:3])[CH3:2], predict the reactants needed to synthesize it. (2) Given the product [C@H:10]12[CH2:11][CH2:6][C@H:7]([NH:36][CH2:34]1)[CH2:8][N:9]2[CH2:12][C:13]1[CH:18]=[CH:17][C:16]([C@@H:19]2[O:28][C:23]3=[N:24][CH:25]=[CH:26][CH:27]=[C:22]3[O:21][CH2:20]2)=[CH:15][CH:14]=1, predict the reactants needed to synthesize it. The reactants are: C(OC([CH:6]1[CH2:11][CH2:10][N:9]([CH2:12][C:13]2[CH:18]=[CH:17][C:16]([C@@H:19]3[O:28][C:23]4=[N:24][CH:25]=[CH:26][CH:27]=[C:22]4[O:21][CH2:20]3)=[CH:15][CH:14]=2)[CH2:8][CH2:7]1)=O)C.C(O[C:34]([N:36]1C[C@@H]2CC[C@H]1CN2)=O)(C)(C)C.N1(CC2C=CC([C@@H]3OC4=NC=CC=C4OC3)=CC=2)CCNCC1. (3) Given the product [Cl:13][C:14]1[CH:15]=[C:16]2[C:20](=[CH:21][CH:22]=1)[NH:19][C:18](=[O:23])[C:17]2([OH:24])[C:3]1[CH:8]=[CH:7][CH:6]=[CH:5][C:4]=1[O:9][CH3:10], predict the reactants needed to synthesize it. The reactants are: [Mg].Br[C:3]1[CH:8]=[CH:7][CH:6]=[CH:5][C:4]=1[O:9][CH3:10].II.[Cl:13][C:14]1[CH:15]=[C:16]2[C:20](=[CH:21][CH:22]=1)[NH:19][C:18](=[O:23])[C:17]2=[O:24].[Cl-].[NH4+]. (4) Given the product [C:34]([O:33][C:31]([N:28]1[CH2:29][CH2:30][CH:25]([N:23]2[CH:24]=[C:20]([NH:19][C:14]3[N:13]=[C:12]([CH2:11][CH2:10][C:9]4[CH:38]=[CH:39][CH:40]=[CH:41][C:8]=4[CH2:7][C:6]([OH:42])=[O:5])[C:17]([CH3:18])=[CH:16][N:15]=3)[CH:21]=[N:22]2)[CH2:26][CH2:27]1)=[O:32])([CH3:37])([CH3:36])[CH3:35], predict the reactants needed to synthesize it. The reactants are: O[Li].O.C[O:5][C:6](=[O:42])[CH2:7][C:8]1[CH:41]=[CH:40][CH:39]=[CH:38][C:9]=1[CH2:10][CH2:11][C:12]1[C:17]([CH3:18])=[CH:16][N:15]=[C:14]([NH:19][C:20]2[CH:21]=[N:22][N:23]([CH:25]3[CH2:30][CH2:29][N:28]([C:31]([O:33][C:34]([CH3:37])([CH3:36])[CH3:35])=[O:32])[CH2:27][CH2:26]3)[CH:24]=2)[N:13]=1. (5) The reactants are: Cl(O)(=O)(=O)=O.[Cl:6][C:7]1[CH:12]=[CH:11][C:10]([C:13]2[C:22]3[C:17](=[CH:18][C:19]([O:23][S:24]([C:27]([F:30])([F:29])[F:28])(=[O:26])=[O:25])=[CH:20][CH:21]=3)[CH:16]=[C:15]([CH3:31])[C:14]=2[C@H:32]([OH:38])[C:33]([O:35][CH2:36][CH3:37])=[O:34])=[CH:9][CH:8]=1.C([O-])(O)=O.[Na+]. Given the product [C:10]([O:38][C@@H:32]([C:14]1[C:15]([CH3:31])=[CH:16][C:17]2[C:22](=[CH:21][CH:20]=[C:19]([O:23][S:24]([C:27]([F:30])([F:29])[F:28])(=[O:26])=[O:25])[CH:18]=2)[C:13]=1[C:10]1[CH:9]=[CH:8][C:7]([Cl:6])=[CH:12][CH:11]=1)[C:33]([O:35][CH2:36][CH3:37])=[O:34])([CH3:13])([CH3:11])[CH3:9], predict the reactants needed to synthesize it. (6) Given the product [C:52]([CH2:53][C@H:54]([NH:63][C:1]([CH2:4][CH2:5][CH2:6][C:7]1[CH:15]=[CH:14][CH:13]=[CH:12][C:8]=1[C:9]([OH:11])=[O:10])=[O:3])[CH2:55][C:56]1[CH:61]=[CH:60][CH:59]=[CH:58][C:57]=1[Cl:62])([OH:64])=[O:51], predict the reactants needed to synthesize it. The reactants are: [C:1]([CH2:4][CH2:5][CH2:6][C:7]1[CH:15]=[CH:14][CH:13]=[CH:12][C:8]=1[C:9]([OH:11])=[O:10])([OH:3])=O.CCN(C(C)C)C(C)C.CN(C(ON1N=NC2C=CC=NC1=2)=[N+](C)C)C.F[P-](F)(F)(F)(F)F.C([O:51][C:52](=[O:64])[CH2:53][C@H:54]([NH2:63])[CH2:55][C:56]1[CH:61]=[CH:60][CH:59]=[CH:58][C:57]=1[Cl:62])C.